From a dataset of Reaction yield outcomes from USPTO patents with 853,638 reactions. Predict the reaction yield, written as a fraction of the theoretical maximum amount of product (1.0 means a 100% yield; for example, 0.34 means a 34% yield). (1) The reactants are C(OC([N:11]1[CH2:16][CH2:15][N:14]([C:17](=[O:49])[CH:18]([NH:29][C:30]([N:32]2[CH2:37][CH2:36][CH:35]([N:38]3[CH2:47][C:46]4[C:41](=[CH:42][CH:43]=[CH:44][CH:45]=4)[NH:40][C:39]3=[O:48])[CH2:34][CH2:33]2)=[O:31])[CH2:19][C:20]2[CH:21]=[C:22]3[C:26](=[CH:27][CH:28]=2)[NH:25][N:24]=[CH:23]3)[CH2:13][CH2:12]1)=O)C1C=CC=CC=1.C. The catalyst is CO. The product is [NH:25]1[C:26]2[C:22](=[CH:21][C:20]([CH2:19][CH:18]([NH:29][C:30]([N:32]3[CH2:33][CH2:34][CH:35]([N:38]4[CH2:47][C:46]5[C:41](=[CH:42][CH:43]=[CH:44][CH:45]=5)[NH:40][C:39]4=[O:48])[CH2:36][CH2:37]3)=[O:31])[C:17](=[O:49])[N:14]3[CH2:15][CH2:16][NH:11][CH2:12][CH2:13]3)=[CH:28][CH:27]=2)[CH:23]=[N:24]1. The yield is 0.910. (2) The reactants are [OH:1][C@@H:2]([C:23]1[CH:28]=[CH:27][CH:26]=[CH:25][CH:24]=1)[CH2:3][CH2:4][N:5]1[CH2:10][CH2:9][CH:8]([C:11]2[CH:12]=[C:13]([NH:17][C:18](=[O:22])[CH:19]([CH3:21])[CH3:20])[CH:14]=[CH:15][CH:16]=2)[CH2:7][CH2:6]1.[Cl:29][C:30]1[CH:35]=[CH:34][C:33](O)=[CH:32][CH:31]=1.C1(P(C2C=CC=CC=2)C2C=CC=CC=2)C=CC=CC=1.N(C(OCC)=O)=NC(OCC)=O.N. The catalyst is C1COCC1.C(Cl)(Cl)Cl. The product is [Cl:29][C:30]1[CH:35]=[CH:34][C:33]([O:1][C@H:2]([C:23]2[CH:24]=[CH:25][CH:26]=[CH:27][CH:28]=2)[CH2:3][CH2:4][N:5]2[CH2:10][CH2:9][CH:8]([C:11]3[CH:12]=[C:13]([NH:17][C:18](=[O:22])[CH:19]([CH3:21])[CH3:20])[CH:14]=[CH:15][CH:16]=3)[CH2:7][CH2:6]2)=[CH:32][CH:31]=1. The yield is 0.269. (3) The reactants are [N+:1]([C:4]1[CH:8]=[CH:7][NH:6][N:5]=1)([O-:3])=[O:2].C(=O)([O-])[O-].[K+].[K+].[CH3:15][C:16]1([CH3:19])[O:18][CH2:17]1. The catalyst is CN(C)C=O.O. The product is [CH3:15][C:16]([OH:18])([CH3:19])[CH2:17][N:6]1[CH:7]=[CH:8][C:4]([N+:1]([O-:3])=[O:2])=[N:5]1. The yield is 0.540. (4) The catalyst is CN1C(=O)CCC1.[Cu]=O. The product is [NH2:18][C:2]1[N:3]=[C:4]2[C:9](=[N:10][CH:11]=1)[N:8]([CH2:12][CH3:13])[C:7](=[O:14])[N:6]([CH2:15][CH3:16])[C:5]2=[O:17]. The reactants are Br[C:2]1[N:3]=[C:4]2[C:9](=[N:10][CH:11]=1)[N:8]([CH2:12][CH3:13])[C:7](=[O:14])[N:6]([CH2:15][CH3:16])[C:5]2=[O:17].[NH3:18].O. The yield is 0.630.